Dataset: Forward reaction prediction with 1.9M reactions from USPTO patents (1976-2016). Task: Predict the product of the given reaction. The product is: [C:14]([C:11]1[N:12]([CH3:13])[C:8]([C:5]2[CH:6]=[CH:7][C:2]([NH:1][C:16](=[O:20])[CH2:17][CH2:18][CH3:19])=[CH:3][CH:4]=2)=[CH:9][CH:10]=1)#[N:15]. Given the reactants [NH2:1][C:2]1[CH:7]=[CH:6][C:5]([C:8]2[N:12]([CH3:13])[C:11]([C:14]#[N:15])=[CH:10][CH:9]=2)=[CH:4][CH:3]=1.[C:16](Cl)(=[O:20])[CH2:17][CH2:18][CH3:19], predict the reaction product.